The task is: Predict the reaction yield, written as a fraction of the theoretical maximum amount of product (1.0 means a 100% yield; for example, 0.34 means a 34% yield).. This data is from Reaction yield outcomes from USPTO patents with 853,638 reactions. (1) The reactants are [C:1]([C:3]1[C:8]([O:9][CH2:10][C:11]([O:13][CH2:14][CH3:15])=[O:12])=[N:7][C:6]([N:16]2[CH2:21][CH2:20][O:19][CH2:18][CH2:17]2)=[C:5]2[CH2:22][O:23][C:24]([CH3:27])([CH3:26])[CH2:25][C:4]=12)#[N:2].C(=O)([O-])[O-].[Cs+].[Cs+]. The catalyst is CN(C=O)C. The product is [NH2:2][C:1]1[C:3]2[C:8](=[N:7][C:6]([N:16]3[CH2:17][CH2:18][O:19][CH2:20][CH2:21]3)=[C:5]3[CH2:22][O:23][C:24]([CH3:26])([CH3:27])[CH2:25][C:4]3=2)[O:9][C:10]=1[C:11]([O:13][CH2:14][CH3:15])=[O:12]. The yield is 0.560. (2) The reactants are [Br:1][C:2]1[CH:7]=[CH:6][C:5]([N:8]2[C:12](=[O:13])[NH:11][N:10]=[CH:9]2)=[C:4]([F:14])[CH:3]=1.[CH3:15][N:16]1[CH2:21][CH2:20][NH:19][CH2:18][CH2:17]1.[CH2:22]=O. The catalyst is C(O)C. The product is [Br:1][C:2]1[CH:7]=[CH:6][C:5]([N:8]2[C:12](=[O:13])[N:11]([CH2:15][N:16]3[CH2:21][CH2:20][N:19]([CH3:22])[CH2:18][CH2:17]3)[N:10]=[CH:9]2)=[C:4]([F:14])[CH:3]=1. The yield is 0.406. (3) The reactants are [CH2:1]([NH:8][CH2:9][C:10]#[N:11])[C:2]1[CH:7]=[CH:6][CH:5]=[CH:4][CH:3]=1.Br[CH2:13][C:14]#[C:15][CH3:16].C(=O)([O-])[O-].[K+].[K+]. The catalyst is CC#N. The product is [CH2:1]([N:8]([CH2:13][C:14]#[C:15][CH3:16])[CH2:9][C:10]#[N:11])[C:2]1[CH:7]=[CH:6][CH:5]=[CH:4][CH:3]=1. The yield is 0.770. (4) The product is [Cl:1][C:2]1[CH:3]=[CH:4][C:5]([OH:11])=[C:6]([CH:10]=1)[C:7]([NH:12][C:13]1[S:14][CH:15]=[C:16]([C:18]2[CH:23]=[CH:22][C:21]([Cl:24])=[C:20]([Cl:25])[CH:19]=2)[N:17]=1)=[O:9]. No catalyst specified. The yield is 0.151. The reactants are [Cl:1][C:2]1[CH:10]=[C:6]([C:7]([OH:9])=O)[C:5]([OH:11])=[CH:4][CH:3]=1.[NH2:12][C:13]1[S:14][CH:15]=[C:16]([C:18]2[CH:23]=[CH:22][C:21]([Cl:24])=[C:20]([Cl:25])[CH:19]=2)[N:17]=1.